Dataset: Forward reaction prediction with 1.9M reactions from USPTO patents (1976-2016). Task: Predict the product of the given reaction. Given the reactants C([CH2:4][C:5]1[N:9]([CH2:10][C:11]2[CH:16]=[CH:15][CH:14]=[CH:13][C:12]=2[Cl:17])[C:8]([S:18][CH2:19][CH2:20][CH3:21])=[N:7][CH:6]=1)(O)=O.[H-].C([Al+]CC(C)C)C(C)C.[O:32]1CCCC1, predict the reaction product. The product is: [Cl:17][C:12]1[CH:13]=[CH:14][CH:15]=[CH:16][C:11]=1[CH2:10][N:9]1[C:5]([CH2:4][OH:32])=[CH:6][N:7]=[C:8]1[S:18][CH2:19][CH2:20][CH3:21].